From a dataset of Peptide-MHC class I binding affinity with 185,985 pairs from IEDB/IMGT. Regression. Given a peptide amino acid sequence and an MHC pseudo amino acid sequence, predict their binding affinity value. This is MHC class I binding data. (1) The peptide sequence is YMIKLAKEV. The MHC is HLA-B44:02 with pseudo-sequence HLA-B44:02. The binding affinity (normalized) is 0.0847. (2) The peptide sequence is YVQMAIIKL. The MHC is Patr-B0101 with pseudo-sequence Patr-B0101. The binding affinity (normalized) is 0.309.